From a dataset of Reaction yield outcomes from USPTO patents with 853,638 reactions. Predict the reaction yield, written as a fraction of the theoretical maximum amount of product (1.0 means a 100% yield; for example, 0.34 means a 34% yield). (1) The catalyst is O. The product is [N+:19]([C:12]1[CH:11]=[C:10]([CH:6]2[O:7][CH2:8][CH2:9][N:4]([CH2:1][CH2:2][CH3:3])[CH2:5]2)[CH:15]=[CH:14][C:13]=1[OH:16])([O-:21])=[O:20]. The reactants are [CH2:1]([N:4]1[CH2:9][CH2:8][O:7][CH:6]([C:10]2[CH:15]=[CH:14][C:13]([OH:16])=[CH:12][CH:11]=2)[CH2:5]1)[CH2:2][CH3:3].[NH4+].[OH-].[N+:19]([O-])([OH:21])=[O:20].O. The yield is 0.790. (2) The reactants are C([Li])CCC.CC1(C)CCCC(C)(C)N1.[Cl:16][C:17]1[CH:22]=[N:21][CH:20]=[C:19]([Cl:23])[N:18]=1.[Cl:24][C:25]1[CH:32]=[CH:31][CH:30]=[CH:29][C:26]=1[CH:27]=[O:28].Cl. The catalyst is O1CCCC1.C(=O)(O)[O-].[Na+].C(O)C. The product is [Cl:24][C:25]1[CH:32]=[CH:31][CH:30]=[CH:29][C:26]=1[CH:27]([C:20]1[C:19]([Cl:23])=[N:18][C:17]([Cl:16])=[CH:22][N:21]=1)[OH:28]. The yield is 0.800. (3) The reactants are [NH2:1][C:2]1[CH:3]=[C:4]2[C:8](=[CH:9][CH:10]=1)[C:7](=[O:11])[CH2:6][CH2:5]2.[C:12]1([C:21]2[CH:26]=[CH:25][CH:24]=[CH:23][CH:22]=2)[CH:17]=[CH:16][C:15]([C:18](Cl)=[O:19])=[CH:14][CH:13]=1.C(N(CC)CC)C. The catalyst is C1COCC1. The product is [O:11]=[C:7]1[C:8]2[C:4](=[CH:3][C:2]([NH:1][C:18]([C:15]3[CH:16]=[CH:17][C:12]([C:21]4[CH:22]=[CH:23][CH:24]=[CH:25][CH:26]=4)=[CH:13][CH:14]=3)=[O:19])=[CH:10][CH:9]=2)[CH2:5][CH2:6]1. The yield is 0.600. (4) The reactants are Cl.[Si]([O:9][C:10]1([CH2:16][CH2:17][CH2:18][N:19]2[C:31]3[C:30]4[CH:29]=[CH:28][CH:27]=[CH:26][C:25]=4[N:24]=[CH:23][C:22]=3[N:21]=[C:20]2[CH2:32][O:33][CH2:34][CH3:35])[CH2:15][CH2:14][CH2:13][CH2:12][CH2:11]1)(C(C)(C)C)(C)C. The catalyst is CO. The product is [CH2:34]([O:33][CH2:32][C:20]1[N:19]([CH2:18][CH2:17][CH2:16][C:10]2([OH:9])[CH2:11][CH2:12][CH2:13][CH2:14][CH2:15]2)[C:31]2[C:30]3[CH:29]=[CH:28][CH:27]=[CH:26][C:25]=3[N:24]=[CH:23][C:22]=2[N:21]=1)[CH3:35]. The yield is 0.980. (5) The reactants are [Cl:1][C:2]1[C:3]([O:12][C:13]2[CH:18]=[C:17]([O:19][CH2:20][CH2:21][O:22][CH3:23])[CH:16]=[CH:15][C:14]=2/[CH:24]=[CH:25]/[C:26](O)=[O:27])=[N:4][CH:5]=[C:6]([C:8]([F:11])([F:10])[F:9])[CH:7]=1.[CH3:29][O:30][CH2:31][CH2:32][CH2:33][S:34]([NH2:37])(=[O:36])=[O:35].N12CCCN=C1CCCCC2. The catalyst is O1CCCC1. The yield is 0.100. The product is [Cl:1][C:2]1[C:3]([O:12][C:13]2[CH:18]=[C:17]([O:19][CH2:20][CH2:21][O:22][CH3:23])[CH:16]=[CH:15][C:14]=2/[CH:24]=[CH:25]/[C:26]([NH:37][S:34]([CH2:33][CH2:32][CH2:31][O:30][CH3:29])(=[O:36])=[O:35])=[O:27])=[N:4][CH:5]=[C:6]([C:8]([F:9])([F:10])[F:11])[CH:7]=1.